Task: Predict the product of the given reaction.. Dataset: Forward reaction prediction with 1.9M reactions from USPTO patents (1976-2016) (1) Given the reactants [OH:1][CH:2]1[CH:7]([C:8]2[CH:13]=[CH:12][C:11]([O:14][CH2:15][CH2:16][CH2:17][C:18]3([C:23]4[CH:28]=[CH:27][CH:26]=[CH:25][CH:24]=4)[O:22][CH2:21][CH2:20][O:19]3)=[CH:10][CH:9]=2)[CH2:6][CH2:5][N:4]([C:29]([O:31][C:32]([CH3:35])([CH3:34])[CH3:33])=[O:30])[CH2:3]1.Br[CH2:37][C:38]1[CH:47]=[CH:46][C:45]2[C:40](=[CH:41][CH:42]=[CH:43][CH:44]=2)[CH:39]=1, predict the reaction product. The product is: [CH:39]1[C:40]2[C:45](=[CH:44][CH:43]=[CH:42][CH:41]=2)[CH:46]=[CH:47][C:38]=1[CH2:37][O:1][CH:2]1[CH:7]([C:8]2[CH:9]=[CH:10][C:11]([O:14][CH2:15][CH2:16][CH2:17][C:18]3([C:23]4[CH:28]=[CH:27][CH:26]=[CH:25][CH:24]=4)[O:22][CH2:21][CH2:20][O:19]3)=[CH:12][CH:13]=2)[CH2:6][CH2:5][N:4]([C:29]([O:31][C:32]([CH3:35])([CH3:34])[CH3:33])=[O:30])[CH2:3]1. (2) Given the reactants [F:1][C:2]1[CH:3]=[C:4]([CH:10]2[CH2:15][CH:14]([C:16]([O:18]C)=[O:17])[CH2:13][CH2:12][N:11]2[C:20]([O:22][CH3:23])=[O:21])[CH:5]=[C:6]([F:9])[C:7]=1[F:8].[Br-].[Li+].CCN(CC)CC.CC(OC)(C)C, predict the reaction product. The product is: [CH3:23][O:22][C:20]([N:11]1[CH2:12][CH2:13][CH:14]([C:16]([OH:18])=[O:17])[CH2:15][CH:10]1[C:4]1[CH:5]=[C:6]([F:9])[C:7]([F:8])=[C:2]([F:1])[CH:3]=1)=[O:21].